This data is from Catalyst prediction with 721,799 reactions and 888 catalyst types from USPTO. The task is: Predict which catalyst facilitates the given reaction. (1) Reactant: OC[C@@H]1CCC[NH2+]1.[Br:8][C:9]1[CH:14]=[CH:13][C:12]([C@@H:15]([CH2:19][C:20]2[CH:25]=[CH:24][C:23]([C:26]([O:28][C:29]([CH3:32])([CH3:31])[CH3:30])=[O:27])=[CH:22][CH:21]=2)[C:16]([O-:18])=[O:17])=[CH:11][CH:10]=1.C(O)=O. Product: [C:29]([O:28][C:26](=[O:27])[C:23]1[CH:24]=[CH:25][C:20]([CH2:19][C@H:15]([C:12]2[CH:13]=[CH:14][C:9]([Br:8])=[CH:10][CH:11]=2)[C:16]([OH:18])=[O:17])=[CH:21][CH:22]=1)([CH3:32])([CH3:30])[CH3:31]. The catalyst class is: 13. (2) Reactant: [NH2:1][CH2:2][CH2:3][C:4]#[N:5].Cl[C:7]1[N:12]=[C:11]([O:13][CH3:14])[C:10]([N+:15]([O-:17])=[O:16])=[C:9]([O:18][CH3:19])[N:8]=1. The catalyst class is: 8. Product: [CH3:19][O:18][C:9]1[C:10]([N+:15]([O-:17])=[O:16])=[C:11]([O:13][CH3:14])[N:12]=[C:7]([NH:5][CH2:4][CH2:3][C:2]#[N:1])[N:8]=1. (3) Reactant: [NH2:1][C:2]1[CH:7]=[CH:6][C:5]([S:8]([NH:11][C:12]([C:14]2[CH:19]=[CH:18][C:17]([C:20]3[CH:25]=[CH:24][C:23]([F:26])=[CH:22][CH:21]=3)=[CH:16][CH:15]=2)=[O:13])(=[O:10])=[O:9])=[CH:4][C:3]=1[N+:27]([O-:29])=[O:28].[H-].[Na+].[C:32]12([C:42](Cl)=[O:43])[CH2:41][CH:36]3[CH2:37][CH:38]([CH2:40][CH:34]([CH2:35]3)[CH2:33]1)[CH2:39]2.Cl. Product: [F:26][C:23]1[CH:24]=[CH:25][C:20]([C:17]2[CH:16]=[CH:15][C:14]([C:12]([NH:11][S:8]([C:5]3[CH:6]=[CH:7][C:2]([NH:1][C:42]([C:32]45[CH2:41][CH:36]6[CH2:35][CH:34]([CH2:40][CH:38]([CH2:37]6)[CH2:39]4)[CH2:33]5)=[O:43])=[C:3]([N+:27]([O-:29])=[O:28])[CH:4]=3)(=[O:10])=[O:9])=[O:13])=[CH:19][CH:18]=2)=[CH:21][CH:22]=1. The catalyst class is: 12. (4) Reactant: [CH:1]1([C:4]2[C:9]([C:10](OC)=[O:11])=[CH:8][N:7]=[C:6]([N:14]3[CH2:19][CH2:18][N:17]4[C:20]5[CH:26]=[C:25]([S:27]([CH3:30])(=[O:29])=[O:28])[C:24]([C:31](OC)=[O:32])=[CH:23][C:21]=5[N:22]=[C:16]4[C@H:15]3[CH:35]([CH3:37])[CH3:36])[N:5]=2)[CH2:3][CH2:2]1.CC(C[AlH]CC(C)C)C.[NH4+].[Cl-]. Product: [CH:1]1([C:4]2[C:9]([CH2:10][OH:11])=[CH:8][N:7]=[C:6]([N:14]3[CH2:19][CH2:18][N:17]4[C:20]5[CH:26]=[C:25]([S:27]([CH3:30])(=[O:29])=[O:28])[C:24]([CH2:31][OH:32])=[CH:23][C:21]=5[N:22]=[C:16]4[C@H:15]3[CH:35]([CH3:37])[CH3:36])[N:5]=2)[CH2:2][CH2:3]1.[CH:1]1([C:4]2[C:9]([CH2:10][OH:11])=[CH:8][N:7]=[C:6]([N:14]3[CH2:19][CH2:18][N:17]4[C:20]5[CH:26]=[C:25]([S:27]([CH3:30])(=[O:29])=[O:28])[C:24]([CH2:31][OH:32])=[CH:23][C:21]=5[N:22]=[C:16]4[C@@H:15]3[CH:35]([CH3:37])[CH3:36])[N:5]=2)[CH2:2][CH2:3]1. The catalyst class is: 390.